This data is from Full USPTO retrosynthesis dataset with 1.9M reactions from patents (1976-2016). The task is: Predict the reactants needed to synthesize the given product. (1) The reactants are: [F:1][C:2]([F:22])([F:21])[C:3]1[NH:7][C:6]2[CH:8]=[CH:9][C:10]([NH:12][C:13](=[O:20])OCC(Cl)(Cl)Cl)=[CH:11][C:5]=2[N:4]=1.[C:23]1([C:29]2[N:33]=[C:32]([N:34]3[CH2:39][CH2:38][NH:37][CH2:36][CH2:35]3)[S:31][N:30]=2)[CH:28]=[CH:27][CH:26]=[CH:25][CH:24]=1.C(N(C(C)C)CC)(C)C.O. Given the product [C:23]1([C:29]2[N:33]=[C:32]([N:34]3[CH2:39][CH2:38][N:37]([C:13]([NH:12][C:10]4[CH:9]=[CH:8][C:6]5[NH:7][C:3]([C:2]([F:1])([F:21])[F:22])=[N:4][C:5]=5[CH:11]=4)=[O:20])[CH2:36][CH2:35]3)[S:31][N:30]=2)[CH:24]=[CH:25][CH:26]=[CH:27][CH:28]=1, predict the reactants needed to synthesize it. (2) Given the product [CH3:1][S:2][C:3]1[N:8]=[CH:7][C:6]([CH2:9][OH:10])=[CH:5][N:4]=1, predict the reactants needed to synthesize it. The reactants are: [CH3:1][S:2][C:3]1[N:8]=[CH:7][C:6]([C:9](OC)=[O:10])=[CH:5][N:4]=1.CC(C[AlH]CC(C)C)C. (3) Given the product [CH:15]1([NH:1][C@H:2]2[CH2:6][CH2:5][CH2:4][C@@H:3]2[NH:7][C:8](=[O:14])[O:9][C:10]([CH3:11])([CH3:13])[CH3:12])[CH2:18][CH2:17][CH2:16]1, predict the reactants needed to synthesize it. The reactants are: [NH2:1][C@H:2]1[CH2:6][CH2:5][CH2:4][C@@H:3]1[NH:7][C:8](=[O:14])[O:9][C:10]([CH3:13])([CH3:12])[CH3:11].[C:15]1(=O)[CH2:18][CH2:17][CH2:16]1.C(O)(=O)C.C(O[BH-](OC(=O)C)OC(=O)C)(=O)C.[Na+].[OH-].[Na+]. (4) Given the product [F:1][C:2]1[CH:10]=[C:9]2[C:5]([C:6]([C:12]3[N:17]=[C:16]4[C:18]([C:21]([NH:24][C:25]5([CH2:28][OH:29])[CH2:27][CH2:26]5)=[O:23])=[CH:19][NH:20][C:15]4=[N:14][CH:13]=3)=[N:7][N:8]2[CH3:11])=[CH:4][CH:3]=1, predict the reactants needed to synthesize it. The reactants are: [F:1][C:2]1[CH:10]=[C:9]2[C:5]([C:6]([C:12]3[N:17]=[C:16]4[C:18]([C:21]([OH:23])=O)=[CH:19][NH:20][C:15]4=[N:14][CH:13]=3)=[N:7][N:8]2[CH3:11])=[CH:4][CH:3]=1.[NH2:24][C:25]1([CH2:28][OH:29])[CH2:27][CH2:26]1.CN(C(ON1N=NC2C=CC=NC1=2)=[N+](C)C)C.F[P-](F)(F)(F)(F)F.CCN(C(C)C)C(C)C. (5) Given the product [CH3:24][O:23][C:20]1[N:19]=[C:18]([O:25][CH3:26])[C:17]([C:13]2[CH:12]=[C:11]([N:9]3[CH:10]=[C:6]([C:4]([C:29]4[S:28][CH:32]=[CH:31][N:30]=4)=[O:5])[N:7]=[CH:8]3)[CH:16]=[CH:15][CH:14]=2)=[CH:22][N:21]=1, predict the reactants needed to synthesize it. The reactants are: CON(C)[C:4]([C:6]1[N:7]=[CH:8][N:9]([C:11]2[CH:16]=[CH:15][CH:14]=[C:13]([C:17]3[C:18]([O:25][CH3:26])=[N:19][C:20]([O:23][CH3:24])=[N:21][CH:22]=3)[CH:12]=2)[CH:10]=1)=[O:5].[S:28]1[CH:32]=[CH:31][N:30]=[CH:29]1. (6) The reactants are: [Cl:1][C:2]1[CH:7]=[CH:6][C:5]([C:8]2[N:9]=[C:10]([C:13]([OH:15])=O)[S:11][CH:12]=2)=[CH:4][CH:3]=1.C1N=CN(C(N2C=NC=C2)=O)C=1.[C:28]1([C:34]2[CH:41]=[CH:40][C:37]([CH2:38][NH2:39])=[CH:36][CH:35]=2)[CH:33]=[CH:32][CH:31]=[CH:30][CH:29]=1.C(Cl)(Cl)Cl. Given the product [C:34]1([C:28]2[CH:29]=[CH:30][CH:31]=[CH:32][CH:33]=2)[CH:35]=[CH:36][C:37]([CH2:38][NH:39][C:13]([C:10]2[S:11][CH:12]=[C:8]([C:5]3[CH:4]=[CH:3][C:2]([Cl:1])=[CH:7][CH:6]=3)[N:9]=2)=[O:15])=[CH:40][CH:41]=1, predict the reactants needed to synthesize it. (7) The reactants are: [F:1][C:2]1[CH:10]=[C:9]2[C:5]([CH2:6][CH2:7][N:8]2[CH:11]2[CH2:16][CH2:15][N:14]([C:17]([NH:19][C:20]3[S:21][CH:22]=[C:23]([CH2:25][C:26](OCC)=[O:27])[N:24]=3)=[O:18])[CH2:13][CH2:12]2)=[CH:4][CH:3]=1.CC(C[AlH]CC(C)C)C.C(O)(=O)C(C(C(O)=O)O)O.[Na]. Given the product [F:1][C:2]1[CH:10]=[C:9]2[C:5]([CH2:6][CH2:7][N:8]2[CH:11]2[CH2:16][CH2:15][N:14]([C:17]([NH:19][C:20]3[S:21][CH:22]=[C:23]([CH2:25][CH2:26][OH:27])[N:24]=3)=[O:18])[CH2:13][CH2:12]2)=[CH:4][CH:3]=1, predict the reactants needed to synthesize it.